This data is from Catalyst prediction with 721,799 reactions and 888 catalyst types from USPTO. The task is: Predict which catalyst facilitates the given reaction. (1) Reactant: [C:1]1([S:7]([C:10]2[CH:11]=[CH:12][C:13]([CH2:16][NH2:17])=[N:14][CH:15]=2)(=[O:9])=[O:8])[CH:6]=[CH:5][CH:4]=[CH:3][CH:2]=1.Cl[C:19]([O:21][C:22]1[CH:27]=[CH:26][C:25]([N+:28]([O-:30])=[O:29])=[CH:24][CH:23]=1)=[O:20]. Product: [C:1]1([S:7]([C:10]2[CH:11]=[CH:12][C:13]([CH2:16][NH:17][C:19](=[O:20])[O:21][C:22]3[CH:23]=[CH:24][C:25]([N+:28]([O-:30])=[O:29])=[CH:26][CH:27]=3)=[N:14][CH:15]=2)(=[O:8])=[O:9])[CH:2]=[CH:3][CH:4]=[CH:5][CH:6]=1. The catalyst class is: 11. (2) Reactant: [NH:1]1[C:9]2[C:4](=[CH:5][CH:6]=[C:7]([C:10]([O:12][CH3:13])=[O:11])[CH:8]=2)[CH:3]=[CH:2]1.[C:14](O[C:14]([O:16][C:17]([CH3:20])([CH3:19])[CH3:18])=[O:15])([O:16][C:17]([CH3:20])([CH3:19])[CH3:18])=[O:15]. The catalyst class is: 453. Product: [N:1]1([C:14]([O:16][C:17]([CH3:20])([CH3:19])[CH3:18])=[O:15])[C:9]2[C:4](=[CH:5][CH:6]=[C:7]([C:10]([O:12][CH3:13])=[O:11])[CH:8]=2)[CH:3]=[CH:2]1.